Dataset: Reaction yield outcomes from USPTO patents with 853,638 reactions. Task: Predict the reaction yield, written as a fraction of the theoretical maximum amount of product (1.0 means a 100% yield; for example, 0.34 means a 34% yield). (1) The reactants are [F:1][C:2]([F:32])([F:31])[O:3][C:4]1[CH:9]=[CH:8][C:7]([N:10]2[CH:14]=[N:13][C:12]([C:15]3[CH:30]=[CH:29][C:18]([CH2:19][CH2:20][NH:21]C(=O)OC(C)(C)C)=[CH:17][CH:16]=3)=[N:11]2)=[CH:6][CH:5]=1.FC(F)(F)C(O)=O. The catalyst is ClCCl. The product is [F:32][C:2]([F:1])([F:31])[O:3][C:4]1[CH:5]=[CH:6][C:7]([N:10]2[CH:14]=[N:13][C:12]([C:15]3[CH:30]=[CH:29][C:18]([CH2:19][CH2:20][NH2:21])=[CH:17][CH:16]=3)=[N:11]2)=[CH:8][CH:9]=1. The yield is 0.970. (2) The reactants are [Cl:1][C:2]1[N:3]=[C:4]([C:9]([NH:11][C@H:12]2[CH2:17][CH2:16][N:15]([C:18]3[S:19][C:20]([C:26]([O:28][CH2:29][CH3:30])=[O:27])=[C:21]([C:23](O)=[O:24])[N:22]=3)[CH2:14][C@H:13]2[O:31][CH2:32][CH3:33])=[O:10])[NH:5][C:6]=1[CH2:7][CH3:8].[CH3:34][O:35][CH2:36][CH2:37][NH2:38].CCN=C=NCCCN(C)C.Cl.C1C=CC2N(O)N=NC=2C=1. No catalyst specified. The product is [Cl:1][C:2]1[N:3]=[C:4]([C:9]([NH:11][C@H:12]2[CH2:17][CH2:16][N:15]([C:18]3[S:19][C:20]([C:26]([O:28][CH2:29][CH3:30])=[O:27])=[C:21]([C:23](=[O:24])[NH:38][CH2:37][CH2:36][O:35][CH3:34])[N:22]=3)[CH2:14][C@H:13]2[O:31][CH2:32][CH3:33])=[O:10])[NH:5][C:6]=1[CH2:7][CH3:8]. The yield is 0.710. (3) The reactants are [Br:1][C:2]1[CH:7]=[CH:6][C:5]([O:8][CH:9]([CH3:12])[CH:10]=[CH2:11])=[C:4]([Cl:13])[C:3]=1[Cl:14].FC(F)(F)C(C)=[O:18].C(=O)(O)[O-].[Na+].OOS([O-])=O.[K+]. The catalyst is O.C(#N)C. The product is [Br:1][C:2]1[CH:7]=[CH:6][C:5]([O:8][CH:9]([CH:10]2[CH2:11][O:18]2)[CH3:12])=[C:4]([Cl:13])[C:3]=1[Cl:14]. The yield is 0.910. (4) The reactants are [Cl:1][C:2]1[CH:3]=[C:4]([CH2:9][CH2:10][CH2:11][CH:12]([NH2:14])[CH3:13])[CH:5]=[CH:6][C:7]=1[Cl:8].C(=O)([O-])[O-].[Na+].[Na+].Cl[C:22]([O:24][CH2:25][C:26]1[CH:31]=[CH:30][CH:29]=[CH:28][CH:27]=1)=[O:23]. The catalyst is C1COCC1. The product is [Cl:1][C:2]1[CH:3]=[C:4]([CH2:9][CH2:10][CH2:11][CH:12]([NH:14][C:22](=[O:23])[O:24][CH2:25][C:26]2[CH:31]=[CH:30][CH:29]=[CH:28][CH:27]=2)[CH3:13])[CH:5]=[CH:6][C:7]=1[Cl:8]. The yield is 0.560.